This data is from Catalyst prediction with 721,799 reactions and 888 catalyst types from USPTO. The task is: Predict which catalyst facilitates the given reaction. Reactant: [CH2:1]([O:8][C:9]1[C:10]([C:25]([OH:27])=O)=[N:11][C:12]([CH2:16][C:17]2[CH:22]=[CH:21][CH:20]=[C:19]([Cl:23])[C:18]=2[Cl:24])=[N:13][C:14]=1[OH:15])[C:2]1[CH:7]=[CH:6][CH:5]=[CH:4][CH:3]=1.C(N(CC)C(C)C)(C)C.C(P1(=O)OP(CCC)(=O)OP(CCC)(=O)O1)CC.[Si:55]([O:62][CH2:63][CH2:64][NH:65][CH:66]([CH3:68])[CH3:67])([C:58]([CH3:61])([CH3:60])[CH3:59])([CH3:57])[CH3:56]. Product: [Si:55]([O:62][CH2:63][CH2:64][N:65]([CH:66]([CH3:68])[CH3:67])[C:25]([C:10]1[C:9]([O:8][CH2:1][C:2]2[CH:7]=[CH:6][CH:5]=[CH:4][CH:3]=2)=[C:14]([OH:15])[N:13]=[C:12]([CH2:16][C:17]2[CH:22]=[CH:21][CH:20]=[C:19]([Cl:23])[C:18]=2[Cl:24])[N:11]=1)=[O:27])([C:58]([CH3:61])([CH3:60])[CH3:59])([CH3:57])[CH3:56]. The catalyst class is: 30.